This data is from Full USPTO retrosynthesis dataset with 1.9M reactions from patents (1976-2016). The task is: Predict the reactants needed to synthesize the given product. Given the product [Cl:44][C:25]1[CH:24]=[C:23]([NH:22][C:19]2[C:20]3[N:12]([CH2:11][CH2:10][OH:9])[CH:13]=[CH:14][C:15]=3[N:16]=[CH:17][N:18]=2)[CH:43]=[CH:42][C:26]=1[O:27][CH2:28][CH:29]1[CH2:30][CH2:31][N:32]([C:35]([O:37][C:38]([CH3:39])([CH3:40])[CH3:41])=[O:36])[CH2:33][CH2:34]1, predict the reactants needed to synthesize it. The reactants are: C([O:9][CH2:10][CH2:11][N:12]1[C:20]2[C:19](Cl)=[N:18][CH:17]=[N:16][C:15]=2[CH:14]=[CH:13]1)(=O)C1C=CC=CC=1.[NH2:22][C:23]1[CH:43]=[CH:42][C:26]([O:27][CH2:28][CH:29]2[CH2:34][CH2:33][N:32]([C:35]([O:37][C:38]([CH3:41])([CH3:40])[CH3:39])=[O:36])[CH2:31][CH2:30]2)=[C:25]([Cl:44])[CH:24]=1.